This data is from Full USPTO retrosynthesis dataset with 1.9M reactions from patents (1976-2016). The task is: Predict the reactants needed to synthesize the given product. (1) Given the product [CH3:20][O:19][C:17]([C:13]1[CH:14]=[C:15]2[C:10](=[CH:11][CH:12]=1)[NH:9][C:8]([OH:7])=[C:16]2[C:22]1[C:23]2[CH:30]=[CH:29][S:28][C:24]=2[N:25]=[CH:26][N:27]=1)=[O:18], predict the reactants needed to synthesize it. The reactants are: CC(C)([O-])C.[Na+].[O:7]=[C:8]1[CH2:16][C:15]2[C:10](=[CH:11][CH:12]=[C:13]([C:17]([O:19][CH3:20])=[O:18])[CH:14]=2)[NH:9]1.Cl[C:22]1[C:23]2[CH:30]=[CH:29][S:28][C:24]=2[N:25]=[CH:26][N:27]=1.Cl. (2) Given the product [C:6]([C:7]1[CH:12]=[C:11]([CH2:13][CH2:14][CH2:15][CH2:16][NH2:17])[CH:10]=[C:9]([CH2:28][CH2:29][CH2:30][CH2:31][NH2:32])[CH:8]=1)#[CH:5], predict the reactants needed to synthesize it. The reactants are: C[Si]([C:5]#[C:6][C:7]1[CH:8]=[C:9]([CH2:28][CH2:29][CH2:30][CH2:31][N:32]2C(=O)C3C(=CC=CC=3)C2=O)[CH:10]=[C:11]([CH2:13][CH2:14][CH2:15][CH2:16][N:17]2C(=O)C3C(=CC=CC=3)C2=O)[CH:12]=1)(C)C.CNN. (3) Given the product [ClH:20].[Cl:20][C:21]1[CH:26]=[CH:25][C:24]([C:2]2[CH:3]=[N:4][CH:5]=[C:6]([CH2:8][N:9]3[CH:13]=[CH:12][N:11]=[C:10]3[CH3:14])[CH:7]=2)=[CH:23][CH:22]=1, predict the reactants needed to synthesize it. The reactants are: Br[C:2]1[CH:3]=[N:4][CH:5]=[C:6]([CH2:8][N:9]2[CH:13]=[CH:12][N:11]=[C:10]2[CH3:14])[CH:7]=1.CC([O-])=O.[K+].[Cl:20][C:21]1[CH:26]=[CH:25][C:24](B(O)O)=[CH:23][CH:22]=1.C([O-])([O-])=O.[Na+].[Na+].Cl.CCO. (4) Given the product [CH3:14][Si:13]([CH3:16])([CH3:15])[CH2:12][CH2:11][O:10][CH2:9][N:8]([CH2:17][O:18][CH2:19][CH2:20][Si:21]([CH3:24])([CH3:23])[CH3:22])[C:7]1[N:6]2[N:25]=[CH:26][C:27]([C:28]3[CH:29]=[N:30][C:31]4[C:36]([CH:37]=3)=[CH:35][CH:34]=[CH:33][CH:32]=4)=[C:5]2[N:4]=[C:3]([N:38]2[CH2:43][CH2:42][O:41][CH2:40][CH2:39]2)[C:2]=1[C:57]#[N:58], predict the reactants needed to synthesize it. The reactants are: Br[C:2]1[C:3]([N:38]2[CH2:43][CH2:42][O:41][CH2:40][CH2:39]2)=[N:4][C:5]2[N:6]([N:25]=[CH:26][C:27]=2[C:28]2[CH:29]=[N:30][C:31]3[C:36]([CH:37]=2)=[CH:35][CH:34]=[CH:33][CH:32]=3)[C:7]=1[N:8]([CH2:17][O:18][CH2:19][CH2:20][Si:21]([CH3:24])([CH3:23])[CH3:22])[CH2:9][O:10][CH2:11][CH2:12][Si:13]([CH3:16])([CH3:15])[CH3:14].[Sn]([C:57]#[N:58])(CCCC)(CCCC)CCCC. (5) The reactants are: C1(C2C=CC=CC=2CO)C2C(=CC=CC=2)C=CC=1.[CH3:19][C:20]1[CH:34]=[CH:33][C:23]([C:24]([C:26]2[CH:31]=[CH:30][C:29]([CH3:32])=[CH:28][CH:27]=2)=[O:25])=[CH:22][CH:21]=1.[BH4-].[Na+]. Given the product [CH3:19][C:20]1[CH:21]=[CH:22][C:23]([CH:24]([C:26]2[CH:31]=[CH:30][C:29]([CH3:32])=[CH:28][CH:27]=2)[OH:25])=[CH:33][CH:34]=1, predict the reactants needed to synthesize it. (6) Given the product [C:1]([O:5][C:6](=[O:39])[NH:7][C:8]1([C:12]2[CH:13]=[CH:14][C:15]([C:18]3[C:23]([C:24]4[CH:25]=[CH:26][CH:27]=[CH:28][CH:29]=4)=[CH:22][N:21]4[C:30]([Br:47])=[C:31]([C:33]5[CH:34]=[CH:35][CH:36]=[CH:37][CH:38]=5)[N:32]=[C:20]4[N:19]=3)=[CH:16][CH:17]=2)[CH2:11][CH2:10][CH2:9]1)([CH3:4])([CH3:2])[CH3:3], predict the reactants needed to synthesize it. The reactants are: [C:1]([O:5][C:6](=[O:39])[NH:7][C:8]1([C:12]2[CH:17]=[CH:16][C:15]([C:18]3[C:23]([C:24]4[CH:29]=[CH:28][CH:27]=[CH:26][CH:25]=4)=[CH:22][N:21]4[CH:30]=[C:31]([C:33]5[CH:38]=[CH:37][CH:36]=[CH:35][CH:34]=5)[N:32]=[C:20]4[N:19]=3)=[CH:14][CH:13]=2)[CH2:11][CH2:10][CH2:9]1)([CH3:4])([CH3:3])[CH3:2].C1C(=O)N([Br:47])C(=O)C1.